Dataset: Forward reaction prediction with 1.9M reactions from USPTO patents (1976-2016). Task: Predict the product of the given reaction. Given the reactants [NH2:1][CH2:2][CH2:3][CH2:4][N:5]1[CH2:10][CH2:9][N:8]([CH2:11][CH2:12][CH2:13][NH2:14])[CH2:7][CH2:6]1.Cl[C:16]1[C:29]2[C:28](=[O:30])[C:27]3[C:22](=[CH:23][CH:24]=[CH:25][CH:26]=3)[C:21](=[O:31])[C:20]=2[CH:19]=[CH:18][CH:17]=1, predict the reaction product. The product is: [NH2:14][CH2:13][CH2:12][CH2:11][N:8]1[CH2:7][CH2:6][N:5]([CH2:4][CH2:3][CH2:2][NH:1][C:23]2[C:22]3[C:21](=[O:31])[C:20]4[C:29](=[CH:16][CH:17]=[CH:18][CH:19]=4)[C:28](=[O:30])[C:27]=3[CH:26]=[CH:25][CH:24]=2)[CH2:10][CH2:9]1.